Dataset: Reaction yield outcomes from USPTO patents with 853,638 reactions. Task: Predict the reaction yield, written as a fraction of the theoretical maximum amount of product (1.0 means a 100% yield; for example, 0.34 means a 34% yield). (1) The reactants are C([O:8][C:9]1[CH:10]=[CH:11][C:12]2[O:16][C:15]([C:17](=[O:21])[CH:18]([CH3:20])[CH3:19])=[C:14]([CH3:22])[C:13]=2[CH:23]=1)C1C=CC=CC=1. The catalyst is C(O)C. The product is [OH:8][C:9]1[CH:10]=[CH:11][C:12]2[O:16][C:15]([C:17](=[O:21])[CH:18]([CH3:19])[CH3:20])=[C:14]([CH3:22])[C:13]=2[CH:23]=1. The yield is 1.00. (2) The reactants are [CH:1]([C:3]1[CH:8]=[CH:7][C:6]([O:9][C:10]2[CH:11]=[N:12][C:13]([C:16]([F:19])([F:18])[F:17])=[N:14][CH:15]=2)=[CH:5][CH:4]=1)=[CH2:2].B1C2CCCC1CCC2.[OH-:29].[Na+].OO. The catalyst is C1COCC1. The product is [F:17][C:16]([F:19])([F:18])[C:13]1[N:12]=[CH:11][C:10]([O:9][C:6]2[CH:5]=[CH:4][C:3]([CH2:1][CH2:2][OH:29])=[CH:8][CH:7]=2)=[CH:15][N:14]=1. The yield is 0.749. (3) The reactants are Br[C:2]1[C:7]([N+:8]([O-:10])=[O:9])=[CH:6][C:5]([Br:11])=[C:4]([CH3:12])[N:3]=1.[CH3:13][C:14]1([CH3:21])[O:18][C@@H:17]([CH2:19][NH2:20])[CH2:16][O:15]1.C(N(C(C)C)C(C)C)C. The catalyst is C(Cl)Cl. The product is [Br:11][C:5]1[CH:6]=[C:7]([N+:8]([O-:10])=[O:9])[C:2]([NH:20][CH2:19][C@H:17]2[CH2:16][O:15][C:14]([CH3:21])([CH3:13])[O:18]2)=[N:3][C:4]=1[CH3:12]. The yield is 0.750. (4) The reactants are Br[C:2]1[CH:3]=[N:4][CH:5]=[C:6]([C:8]([F:11])([F:10])[F:9])[CH:7]=1.C([O:15][B:16](OC(C)C)[O:17]C(C)C)(C)C.C([Li])CCC.CCCCCC. The catalyst is O1CCCC1. The product is [F:9][C:8]([F:11])([F:10])[C:6]1[CH:5]=[N:4][CH:3]=[C:2]([B:16]([OH:17])[OH:15])[CH:7]=1. The yield is 0.960. (5) The reactants are [F:1][C:2]1[CH:11]=[C:10]2[C:5]([C:6]([CH2:13][C:14]3[N:18]([CH3:19])[N:17]=[CH:16][N:15]=3)=[N:7][NH:8][C:9]2=[O:12])=[C:4](/[N:20]=[CH:21]/[C:22]2[CH:27]=[CH:26][C:25]([F:28])=[CH:24][CH:23]=2)[CH:3]=1.C(=O)([O-])[O-].[Cs+].[Cs+]. The catalyst is C1COCC1.O. The product is [F:1][C:2]1[CH:3]=[C:4]2[NH:20][CH:21]([C:22]3[CH:27]=[CH:26][C:25]([F:28])=[CH:24][CH:23]=3)[CH:13]([C:14]3[N:18]([CH3:19])[N:17]=[CH:16][N:15]=3)[C:6]3=[N:7][NH:8][C:9](=[O:12])[C:10]([CH:11]=1)=[C:5]23. The yield is 0.800. (6) The reactants are C([O:3][C:4](=[O:35])[CH2:5][CH:6]([C:29]1[CH:34]=[CH:33][CH:32]=[CH:31][CH:30]=1)[N:7]1[C:15]2[C:10](=[CH:11][C:12]([CH2:16][CH2:17][CH2:18][C:19]3[CH:28]=[CH:27][C:26]4[CH2:25][CH2:24][CH2:23][NH:22][C:21]=4[N:20]=3)=[CH:13][CH:14]=2)[CH:9]=[CH:8]1)C.[OH-].[Na+].Cl. The catalyst is C1COCC1.O. The product is [C:29]1([CH:6]([N:7]2[C:15]3[C:10](=[CH:11][C:12]([CH2:16][CH2:17][CH2:18][C:19]4[CH:28]=[CH:27][C:26]5[CH2:25][CH2:24][CH2:23][NH:22][C:21]=5[N:20]=4)=[CH:13][CH:14]=3)[CH:9]=[CH:8]2)[CH2:5][C:4]([OH:35])=[O:3])[CH:30]=[CH:31][CH:32]=[CH:33][CH:34]=1. The yield is 0.150.